This data is from Full USPTO retrosynthesis dataset with 1.9M reactions from patents (1976-2016). The task is: Predict the reactants needed to synthesize the given product. (1) Given the product [S:1]1[C:5]([C:6]2[C:15]([N:16]([CH:18]([CH3:20])[CH3:19])[CH3:17])=[N:14][C:13]3[C:8](=[CH:9][CH:10]=[C:11]([C:21]([OH:23])=[O:22])[CH:12]=3)[N:7]=2)=[CH:4][C:3]2[CH:25]=[CH:26][CH:27]=[CH:28][C:2]1=2, predict the reactants needed to synthesize it. The reactants are: [S:1]1[C:5]([C:6]2[C:15]([N:16]([CH:18]([CH3:20])[CH3:19])[CH3:17])=[N:14][C:13]3[C:8](=[CH:9][CH:10]=[C:11]([C:21]([O:23]C)=[O:22])[CH:12]=3)[N:7]=2)=[CH:4][C:3]2[CH:25]=[CH:26][CH:27]=[CH:28][C:2]1=2.[OH-].[Na+].O. (2) Given the product [C:1]([O:5][C:6](=[O:22])[NH:7][C:8]1[CH:13]=[C:12]([N:14]([CH3:18])[CH2:15][CH2:16][CH3:17])[C:11]([C:19]#[N:20])=[CH:10][C:9]=1[NH:21][C:28](=[O:27])[CH2:29][C:30](=[O:50])[C:31]1[CH:36]=[CH:35][CH:34]=[C:33]([N:37]2[C:41]([CH2:42][O:43][CH:44]3[CH2:49][CH2:48][CH2:47][CH2:46][O:45]3)=[CH:40][N:39]=[N:38]2)[CH:32]=1)([CH3:2])([CH3:3])[CH3:4], predict the reactants needed to synthesize it. The reactants are: [C:1]([O:5][C:6](=[O:22])[NH:7][C:8]1[CH:13]=[C:12]([N:14]([CH3:18])[CH2:15][CH2:16][CH3:17])[C:11]([C:19]#[N:20])=[CH:10][C:9]=1[NH2:21])([CH3:4])([CH3:3])[CH3:2].C([O:27][C:28](=O)[CH2:29][C:30](=[O:50])[C:31]1[CH:36]=[CH:35][CH:34]=[C:33]([N:37]2[C:41]([CH2:42][O:43][CH:44]3[CH2:49][CH2:48][CH2:47][CH2:46][O:45]3)=[CH:40][N:39]=[N:38]2)[CH:32]=1)(C)(C)C. (3) Given the product [C:20]([CH2:22][C:23]([NH:1][C:2]1[CH:6]=[CH:5][N:4]([C:7]2[CH:8]=[CH:9][C:10]([O:13][CH3:14])=[CH:11][CH:12]=2)[C:3]=1[C:15]([O:17][CH2:18][CH3:19])=[O:16])=[O:24])#[N:21], predict the reactants needed to synthesize it. The reactants are: [NH2:1][C:2]1[CH:6]=[CH:5][N:4]([C:7]2[CH:12]=[CH:11][C:10]([O:13][CH3:14])=[CH:9][CH:8]=2)[C:3]=1[C:15]([O:17][CH2:18][CH3:19])=[O:16].[C:20]([CH2:22][C:23](O)=[O:24])#[N:21].C(N(CC)CC)C.C1CCC(N=C=NC2CCCCC2)CC1. (4) Given the product [CH3:13][O:12][C:5]1[CH:6]=[N:7][C:8]2[C:3]([CH:4]=1)=[C:2]([CH2:16][CH2:15][C:14]([OH:18])=[O:17])[CH:11]=[CH:10][CH:9]=2, predict the reactants needed to synthesize it. The reactants are: Br[C:2]1[CH:11]=[CH:10][CH:9]=[C:8]2[C:3]=1[CH:4]=[C:5]([O:12][CH3:13])[CH:6]=[N:7]2.[C:14]([O:18]CC)(=[O:17])[CH:15]=[CH2:16]. (5) Given the product [Br:15][C:2]1[C:3]([C:11]([O:13][CH3:14])=[O:12])=[N:4][C:5]([CH:8]2[CH2:10][CH2:9]2)=[CH:6][N:7]=1, predict the reactants needed to synthesize it. The reactants are: N[C:2]1[C:3]([C:11]([O:13][CH3:14])=[O:12])=[N:4][C:5]([CH:8]2[CH2:10][CH2:9]2)=[CH:6][N:7]=1.[Br:15]C(Br)C.N(OCCC(C)C)=O.C[Si](C)(C)Br.C([O-])(O)=O.[Na+]. (6) Given the product [Br:1][C:2]1[CH:3]=[C:4]2[C:9](=[C:10]([CH3:12])[CH:11]=1)[N:8]=[C:7]([NH:33][CH3:32])[N:6]=[C:5]2[NH:14][CH2:15][C:16]1[CH:21]=[CH:20][C:19]([NH:22][C:23](=[O:31])[C:24]2[CH:29]=[CH:28][C:27]([Cl:30])=[CH:26][CH:25]=2)=[CH:18][CH:17]=1, predict the reactants needed to synthesize it. The reactants are: [Br:1][C:2]1[CH:3]=[C:4]2[C:9](=[C:10]([CH3:12])[CH:11]=1)[N:8]=[C:7](Cl)[N:6]=[C:5]2[NH:14][CH2:15][C:16]1[CH:21]=[CH:20][C:19]([NH:22][C:23](=[O:31])[C:24]2[CH:29]=[CH:28][C:27]([Cl:30])=[CH:26][CH:25]=2)=[CH:18][CH:17]=1.[CH3:32][NH2:33]. (7) Given the product [CH3:1][N:2]1[C:6]2[C:7]([O:23][C@@H:24]([C@H:26]3[CH2:30][NH:29][C:28](=[O:31])[CH2:27]3)[CH3:25])=[N:8][C:9]([C:11]3[CH:12]=[CH:13][C:14]([N:17]4[CH2:18][CH2:19][N:20]([CH:33]5[CH2:38][CH2:37][O:36][CH2:35][CH2:34]5)[CH2:21][CH2:22]4)=[CH:15][CH:16]=3)=[CH:10][C:5]=2[N:4]=[CH:3]1, predict the reactants needed to synthesize it. The reactants are: [CH3:1][N:2]1[C:6]2[C:7]([O:23][C@@H:24]([C@H:26]3[CH2:30][NH:29][C:28](=[O:31])[CH2:27]3)[CH3:25])=[N:8][C:9]([C:11]3[CH:16]=[CH:15][C:14]([N:17]4[CH2:22][CH2:21][NH:20][CH2:19][CH2:18]4)=[CH:13][CH:12]=3)=[CH:10][C:5]=2[N:4]=[CH:3]1.O=[C:33]1[CH2:38][CH2:37][O:36][CH2:35][CH2:34]1.C(O[BH-](OC(=O)C)OC(=O)C)(=O)C.[Na+]. (8) Given the product [CH3:21][O:20][CH2:19][CH2:18][O:17][CH2:16][CH2:15][N:6]1[C:5]2[CH:4]=[CH:3][C:2]([CH:30]=[O:31])=[CH:14][C:13]=2[C:12]2[C:7]1=[CH:8][CH:9]=[CH:10][CH:11]=2, predict the reactants needed to synthesize it. The reactants are: Br[C:2]1[CH:3]=[CH:4][C:5]2[N:6]([CH2:15][CH2:16][O:17][CH2:18][CH2:19][O:20][CH3:21])[C:7]3[C:12]([C:13]=2[CH:14]=1)=[CH:11][CH:10]=[CH:9][CH:8]=3.[Li]CCCC.CN([CH:30]=[O:31])C. (9) The reactants are: [C:1]([N:8]1[CH2:16][CH2:15][CH:11]([C:12]([OH:14])=O)[CH2:10][CH2:9]1)([O:3][C:4]([CH3:7])([CH3:6])[CH3:5])=[O:2].CN(C(ON1N=NC2C=CC=NC1=2)=[N+](C)C)C.F[P-](F)(F)(F)(F)F.CCN(C(C)C)C(C)C.[C:50]([NH:57][CH2:58][CH2:59][NH2:60])([O:52][C:53]([CH3:56])([CH3:55])[CH3:54])=[O:51]. Given the product [C:4]([O:3][C:1]([N:8]1[CH2:9][CH2:10][CH:11]([C:12](=[O:14])[NH:60][CH2:59][CH2:58][NH:57][C:50]([O:52][C:53]([CH3:56])([CH3:55])[CH3:54])=[O:51])[CH2:15][CH2:16]1)=[O:2])([CH3:5])([CH3:6])[CH3:7], predict the reactants needed to synthesize it. (10) Given the product [CH2:19]([C:2]1[CH:3]=[C:4]([N:8]2[N:12]=[N:11][C:10]([C:13]3[CH:18]=[CH:17][CH:16]=[CH:15][N:14]=3)=[N:9]2)[CH:5]=[CH:6][CH:7]=1)[CH3:20], predict the reactants needed to synthesize it. The reactants are: Cl[C:2]1[CH:3]=[C:4]([N:8]2[N:12]=[N:11][C:10]([C:13]3[CH:18]=[CH:17][CH:16]=[CH:15][N:14]=3)=[N:9]2)[CH:5]=[CH:6][CH:7]=1.[CH2:19](C1C=C(NC2C=CC=CC=2)C=CC=1)[CH3:20].N1C=CC=CC=1C=O.